The task is: Predict the reactants needed to synthesize the given product.. This data is from Full USPTO retrosynthesis dataset with 1.9M reactions from patents (1976-2016). Given the product [CH2:48]([O:50][C:51](=[O:72])[C@H:52]([O:54][C:55]1[CH:60]=[C:59]([NH:7][S:4]([CH:1]2[CH2:3][CH2:2]2)(=[O:6])=[O:5])[N:58]=[C:57]([S:62][CH2:63][C:64]2[CH:69]=[CH:68][CH:67]=[C:66]([F:70])[C:65]=2[F:71])[N:56]=1)[CH3:53])[CH3:49], predict the reactants needed to synthesize it. The reactants are: [CH:1]1([S:4]([NH2:7])(=[O:6])=[O:5])[CH2:3][CH2:2]1.C1(P(C2CCCCC2)C2C=CC=CC=2C2C(C(C)C)=CC(C(C)C)=CC=2C(C)C)CCCCC1.C(=O)([O-])[O-].[Cs+].[Cs+].[CH2:48]([O:50][C:51](=[O:72])[C@H:52]([O:54][C:55]1[CH:60]=[C:59](Cl)[N:58]=[C:57]([S:62][CH2:63][C:64]2[CH:69]=[CH:68][CH:67]=[C:66]([F:70])[C:65]=2[F:71])[N:56]=1)[CH3:53])[CH3:49].